This data is from Peptide-MHC class I binding affinity with 185,985 pairs from IEDB/IMGT. The task is: Regression. Given a peptide amino acid sequence and an MHC pseudo amino acid sequence, predict their binding affinity value. This is MHC class I binding data. (1) The peptide sequence is TPRIANRLL. The MHC is HLA-B39:01 with pseudo-sequence HLA-B39:01. The binding affinity (normalized) is 0.0847. (2) The peptide sequence is GSDVISISGL. The MHC is HLA-A01:01 with pseudo-sequence HLA-A01:01. The binding affinity (normalized) is 0. (3) The peptide sequence is KYAEAFQMV. The MHC is HLA-B27:05 with pseudo-sequence HLA-B27:05. The binding affinity (normalized) is 0.213. (4) The peptide sequence is STCSAVTDR. The MHC is HLA-A68:01 with pseudo-sequence HLA-A68:01. The binding affinity (normalized) is 0.629.